The task is: Predict the product of the given reaction.. This data is from Forward reaction prediction with 1.9M reactions from USPTO patents (1976-2016). Given the reactants [Br-].[C:2]1([PH+](C2C=CC=CC=2)C2C=CC=CC=2)C=CC=CC=1.[Li]CCCC.[CH3:26][C:27]([C:29]1[CH:34]=[CH:33][C:32]([Br:35])=[CH:31][CH:30]=1)=O, predict the reaction product. The product is: [Br:35][C:32]1[CH:33]=[CH:34][C:29]([C:27]([CH3:2])=[CH2:26])=[CH:30][CH:31]=1.